From a dataset of Catalyst prediction with 721,799 reactions and 888 catalyst types from USPTO. Predict which catalyst facilitates the given reaction. (1) Reactant: [C:1]([O:5][C:6]([NH:8][CH:9]([C:22]1[CH:27]=[CH:26][CH:25]=[CH:24][CH:23]=1)[C:10]([O:12][CH:13]1[CH2:19][CH:18]2[N:20]([CH3:21])[CH:15]([CH2:16][CH2:17]2)[CH2:14]1)=[O:11])=[O:7])([CH3:4])([CH3:3])[CH3:2].[Br:28][CH2:29][C:30]([C:32]1[CH:37]=[CH:36][CH:35]=[CH:34][CH:33]=1)=[O:31]. Product: [Br-:28].[C:1]([O:5][C:6]([NH:8][CH:9]([C:22]1[CH:23]=[CH:24][CH:25]=[CH:26][CH:27]=1)[C:10]([O:12][CH:13]1[CH2:14][CH:15]2[N+:20]([CH3:21])([CH2:29][C:30](=[O:31])[C:32]3[CH:37]=[CH:36][CH:35]=[CH:34][CH:33]=3)[CH:18]([CH2:17][CH2:16]2)[CH2:19]1)=[O:11])=[O:7])([CH3:4])([CH3:2])[CH3:3]. The catalyst class is: 618. (2) The catalyst class is: 6. Reactant: [CH3:1][NH:2][CH2:3][C@H:4]([OH:13])[C:5]1[CH:6]=[CH:7][C:8]([OH:12])=[C:9]([OH:11])[CH:10]=1.Cl.[Cl-].[Na+]. Product: [CH3:1][NH:2][CH2:3][C@H:4]([OH:13])[C:5]1[CH:6]=[CH:7][C:8]([OH:12])=[C:9]([OH:11])[CH:10]=1. (3) Reactant: [F:1][C:2]1[CH:8]=[CH:7][C:6]([F:9])=[CH:5][C:3]=1[NH2:4].Br[CH:11]([C:17]1[CH:22]=[CH:21][CH:20]=[CH:19][CH:18]=1)[C:12]([O:14][CH2:15][CH3:16])=[O:13].CCN(C(C)C)C(C)C. Product: [F:1][C:2]1[CH:8]=[CH:7][C:6]([F:9])=[CH:5][C:3]=1[NH:4][CH:11]([C:17]1[CH:22]=[CH:21][CH:20]=[CH:19][CH:18]=1)[C:12]([O:14][CH2:15][CH3:16])=[O:13]. The catalyst class is: 10. (4) Reactant: [Br:1][C:2]1[CH:10]=[CH:9][C:5]([CH2:6][CH2:7][NH2:8])=[CH:4][CH:3]=1.C(N(CC)CC)C.[CH3:18][C:19]([O:22][C:23](O[C:23]([O:22][C:19]([CH3:21])([CH3:20])[CH3:18])=[O:24])=[O:24])([CH3:21])[CH3:20].Cl. Product: [C:19]([O:22][C:23](=[O:24])[NH:8][CH2:7][CH2:6][C:5]1[CH:9]=[CH:10][C:2]([Br:1])=[CH:3][CH:4]=1)([CH3:21])([CH3:20])[CH3:18]. The catalyst class is: 163. (5) Reactant: [H-].[Na+].[N:3]1[C:12]2[C:7](=[CH:8][CH:9]=[CH:10][C:11]=2[NH:13][CH:14]=O)[CH:6]=[CH:5][CH:4]=1.Cl[C:17]1[CH:22]=[CH:21][CH:20]=C[C:18]=1[N+:23]([O-:25])=[O:24].O. Product: [N+:23]([C:18]1[CH:17]=[CH:22][CH:21]=[CH:20][C:14]=1[NH:13][C:11]1[CH:10]=[CH:9][CH:8]=[C:7]2[C:12]=1[N:3]=[CH:4][CH:5]=[CH:6]2)([O-:25])=[O:24]. The catalyst class is: 3. (6) Reactant: CC(C)([O-])C.[K+].[CH2:7]([O:10][C:11]([N:13]([CH2:20][CH2:21][CH2:22][C:23]([O:25][CH2:26][CH3:27])=[O:24])[C@H:14]([C:16]([O:18]C)=O)[CH3:15])=[O:12])[CH:8]=[CH2:9].P([O-])(O)(O)=O.[Na+].C(OCC)(=O)C. Product: [CH3:15][C@H:14]1[C:16](=[O:18])[CH:22]([C:23]([O:25][CH2:26][CH3:27])=[O:24])[CH2:21][CH2:20][N:13]1[C:11]([O:10][CH2:7][CH:8]=[CH2:9])=[O:12].[CH3:15][C@H:14]1[C:16](=[O:18])[CH:22]([C:23]([O:25][CH3:26])=[O:24])[CH2:21][CH2:20][N:13]1[C:11]([O:10][CH2:7][CH:8]=[CH2:9])=[O:12]. The catalyst class is: 1.